This data is from Reaction yield outcomes from USPTO patents with 853,638 reactions. The task is: Predict the reaction yield, written as a fraction of the theoretical maximum amount of product (1.0 means a 100% yield; for example, 0.34 means a 34% yield). The reactants are [CH2:1]([N:8]1[C:13](=[O:14])[C:12]([NH:15][CH2:16][C:17]([OH:19])=O)=[CH:11][CH:10]=[N:9]1)[C:2]1[CH:7]=[CH:6][CH:5]=[CH:4][CH:3]=1.C(Br)C1C=CC=CC=1.N1NC(=O)C=CC=1.Cl.[F:36][C:37]([F:52])([F:51])[C:38]1[CH:50]=[CH:49][CH:48]=[CH:47][C:39]=1[O:40][CH:41]1[CH2:46][CH2:45][NH:44][CH2:43][CH2:42]1. No catalyst specified. The product is [CH2:1]([N:8]1[C:13](=[O:14])[C:12]([NH:15][CH2:16][C:17](=[O:19])[N:44]2[CH2:43][CH2:42][CH:41]([O:40][C:39]3[CH:47]=[CH:48][CH:49]=[CH:50][C:38]=3[C:37]([F:36])([F:51])[F:52])[CH2:46][CH2:45]2)=[CH:11][CH:10]=[N:9]1)[C:2]1[CH:3]=[CH:4][CH:5]=[CH:6][CH:7]=1. The yield is 0.300.